This data is from Reaction yield outcomes from USPTO patents with 853,638 reactions. The task is: Predict the reaction yield, written as a fraction of the theoretical maximum amount of product (1.0 means a 100% yield; for example, 0.34 means a 34% yield). (1) The reactants are C[O-].[Na+].[O:4]1[C:8]2[CH:9]=[CH:10][CH:11]=[CH:12][C:7]=2[CH:6]=[C:5]1[C:13]([NH2:15])=[NH:14].C[C:17](C)([C:21]([O-])=[O:22])[C:18]([O-])=[O:19].Cl. The catalyst is CO.O. The product is [O:4]1[C:8]2[CH:9]=[CH:10][CH:11]=[CH:12][C:7]=2[CH:6]=[C:5]1[C:13]1[NH:15][C:21](=[O:22])[CH2:17][C:18](=[O:19])[N:14]=1. The yield is 0.510. (2) The yield is 0.356. The reactants are [N:1]1[CH:6]=[CH:5][CH:4]=[C:3]([NH:7][C:8](=[O:15])OCC(Cl)(Cl)Cl)[N:2]=1.[F:16][C:17]1[CH:22]=[CH:21][CH:20]=[CH:19][C:18]=1[C:23]1[N:24]=[C:25]([N:28]2[CH2:33][CH2:32][NH:31][CH2:30][CH2:29]2)[S:26][CH:27]=1.C(N(C(C)C)CC)(C)C.O. The catalyst is CS(C)=O. The product is [F:16][C:17]1[CH:22]=[CH:21][CH:20]=[CH:19][C:18]=1[C:23]1[N:24]=[C:25]([N:28]2[CH2:29][CH2:30][N:31]([C:8]([NH:7][C:3]3[N:2]=[N:1][CH:6]=[CH:5][CH:4]=3)=[O:15])[CH2:32][CH2:33]2)[S:26][CH:27]=1. (3) The reactants are [C:1]([O:5][C:6]12[CH2:15][CH:10]3[CH2:11][CH:12]([CH2:14][C:8]([C:16]([OH:18])=[O:17])([CH2:9]3)[CH2:7]1)[CH2:13]2)(=[O:4])[CH:2]=[CH2:3].[CH2:19]=[C:20]([CH3:22])[CH3:21].S(=O)(=O)(O)O. The catalyst is ClCCl. The product is [C:1]([O:5][C:6]12[CH2:15][CH:10]3[CH2:11][CH:12]([CH2:14][C:8]([C:16]([O:18][C:20]([CH3:22])([CH3:21])[CH3:19])=[O:17])([CH2:9]3)[CH2:7]1)[CH2:13]2)(=[O:4])[CH:2]=[CH2:3]. The yield is 0.810. (4) The reactants are [CH2:1]([O:8][C:9]1[CH:14]=[CH:13][C:12]([N:15]2[CH2:19][C@H:18]([CH2:20]OS(C)(=O)=O)[O:17][C:16]2=[O:26])=[CH:11][C:10]=1[F:27])[C:2]1[CH:7]=[CH:6][CH:5]=[CH:4][CH:3]=1.[NH:28]1[CH:32]=[N:31][CH:30]=[N:29]1. No catalyst specified. The product is [CH2:1]([O:8][C:9]1[CH:14]=[CH:13][C:12]([N:15]2[CH2:19][C@H:18]([CH2:20][N:28]3[CH:32]=[N:31][CH:30]=[N:29]3)[O:17][C:16]2=[O:26])=[CH:11][C:10]=1[F:27])[C:2]1[CH:7]=[CH:6][CH:5]=[CH:4][CH:3]=1. The yield is 0.698. (5) The reactants are [CH3:1][O:2][C:3]([C:5]1[CH:6]=[C:7]2[C:12](=[CH:13][CH:14]=1)[N:11]=[N:10][CH:9]=[C:8]2Cl)=[O:4].C([O-])=O.[Na+].C(N(CC)C(C)C)(C)C.O. The yield is 0.100. The product is [CH3:1][O:2][C:3]([C:5]1[CH:6]=[C:7]2[C:12](=[CH:13][CH:14]=1)[N:11]=[N:10][CH:9]=[CH:8]2)=[O:4]. The catalyst is CS(C)=O.C1C=CC([P]([Pd]([P](C2C=CC=CC=2)(C2C=CC=CC=2)C2C=CC=CC=2)([P](C2C=CC=CC=2)(C2C=CC=CC=2)C2C=CC=CC=2)[P](C2C=CC=CC=2)(C2C=CC=CC=2)C2C=CC=CC=2)(C2C=CC=CC=2)C2C=CC=CC=2)=CC=1. (6) The reactants are [OH:1][CH:2]([C:8]1[C:12]2[CH:13]=[CH:14][CH:15]=[CH:16][C:11]=2[S:10][C:9]=1[C:17]1[CH:22]=[CH:21][CH:20]=[CH:19][CH:18]=1)[C:3]([O:5][CH2:6][CH3:7])=[O:4].[C:23](Br)([CH3:26])([CH3:25])[CH3:24]. The catalyst is C1CCCCC1.[Ag-]=O. The product is [C:23]([O:1][CH:2]([C:8]1[C:12]2[CH:13]=[CH:14][CH:15]=[CH:16][C:11]=2[S:10][C:9]=1[C:17]1[CH:22]=[CH:21][CH:20]=[CH:19][CH:18]=1)[C:3]([O:5][CH2:6][CH3:7])=[O:4])([CH3:26])([CH3:25])[CH3:24]. The yield is 0.130.